Dataset: Forward reaction prediction with 1.9M reactions from USPTO patents (1976-2016). Task: Predict the product of the given reaction. Given the reactants C([O:3][C:4](=[O:38])[C:5]([O:8][C:9]1[CH:14]=[CH:13][C:12]([O:15][CH2:16][C:17]2[C:18]([CH2:33][CH2:34][O:35][CH3:36])=[N:19][C:20]([C:23]3[CH:24]=[N:25][C:26]([C:29]([F:32])([F:31])[F:30])=[CH:27][CH:28]=3)=[N:21][CH:22]=2)=[CH:11][C:10]=1[CH3:37])([CH3:7])[CH3:6])C.[Li+].[OH-], predict the reaction product. The product is: [CH3:36][O:35][CH2:34][CH2:33][C:18]1[C:17]([CH2:16][O:15][C:12]2[CH:13]=[CH:14][C:9]([O:8][C:5]([CH3:6])([CH3:7])[C:4]([OH:38])=[O:3])=[C:10]([CH3:37])[CH:11]=2)=[CH:22][N:21]=[C:20]([C:23]2[CH:24]=[N:25][C:26]([C:29]([F:32])([F:30])[F:31])=[CH:27][CH:28]=2)[N:19]=1.